This data is from Forward reaction prediction with 1.9M reactions from USPTO patents (1976-2016). The task is: Predict the product of the given reaction. (1) Given the reactants [N:1]1[CH:6]=[CH:5][CH:4]=[CH:3][C:2]=1[CH:7]=[O:8].[F:9][C:10]([Si](C)(C)C)([F:12])[F:11].[F-].C([N+](CCCC)(CCCC)CCCC)CCC.Cl, predict the reaction product. The product is: [OH:8][CH:7]([C:2]1[CH:3]=[CH:4][CH:5]=[CH:6][N:1]=1)[C:10]([F:12])([F:11])[F:9]. (2) Given the reactants [CH2:1]([O:3][C:4](=[O:26])[CH2:5][N:6]1[C:12](=[O:13])[CH2:11][C:10]2[CH:14]=[CH:15][C:16]([Cl:18])=[CH:17][C:9]=2[CH:8]([C:19]2[CH:24]=[CH:23][CH:22]=[CH:21][C:20]=2[Cl:25])[CH2:7]1)[CH3:2].Br[CH2:28][C:29]([CH3:31])=[CH2:30].Cl.O, predict the reaction product. The product is: [CH2:1]([O:3][C:4](=[O:26])[CH2:5][N:6]1[CH2:7][CH:8]([C:19]2[CH:24]=[CH:23][CH:22]=[CH:21][C:20]=2[Cl:25])[C:9]2[CH:17]=[C:16]([Cl:18])[CH:15]=[CH:14][C:10]=2[CH:11]([CH2:30][C:29]([CH3:31])=[CH2:28])[C:12]1=[O:13])[CH3:2]. (3) Given the reactants [O:1]1[C:5]2[CH:6]=[CH:7][C:8]([C:10](=O)[CH2:11][C:12]([O:14]CC)=O)=[CH:9][C:4]=2[O:3][CH2:2]1.CC1C=CC(S(O)(=O)=O)=CC=1.[CH2:29]([NH:31][C:32]1[C:36]([C:37]2[CH:42]=[CH:41][CH:40]=[CH:39][N:38]=2)=[C:35]([NH2:43])[NH:34][N:33]=1)[CH3:30], predict the reaction product. The product is: [O:1]1[C:5]2[CH:6]=[CH:7][C:8]([C:10]3[NH:43][C:35]4[N:34]([N:33]=[C:32]([NH:31][CH2:29][CH3:30])[C:36]=4[C:37]4[CH:42]=[CH:41][CH:40]=[CH:39][N:38]=4)[C:12](=[O:14])[CH:11]=3)=[CH:9][C:4]=2[O:3][CH2:2]1. (4) Given the reactants [Si]([O:8][CH2:9][CH2:10][O:11][C:12]1[C:19]([CH3:20])=[CH:18][C:15]([CH:16]=O)=[CH:14][C:13]=1[CH3:21])(C(C)(C)C)(C)C.[NH2:22][C:23]1[CH:41]=[CH:40][CH:39]=[CH:38][C:24]=1[C:25]([NH:27][C:28]1[CH:37]=[CH:36][C:31]([C:32]([O:34][CH3:35])=[O:33])=[CH:30][CH:29]=1)=[O:26], predict the reaction product. The product is: [OH:8][CH2:9][CH2:10][O:11][C:12]1[C:13]([CH3:21])=[CH:14][C:15]([C:16]2[N:27]([C:28]3[CH:37]=[CH:36][C:31]([C:32]([O:34][CH3:35])=[O:33])=[CH:30][CH:29]=3)[C:25](=[O:26])[C:24]3[C:23](=[CH:41][CH:40]=[CH:39][CH:38]=3)[N:22]=2)=[CH:18][C:19]=1[CH3:20]. (5) Given the reactants [CH3:1][CH2:2]C([O-])(C)C.[K+].[CH2:8]([O:10][C:11]([C:13]1[C:18]([CH2:19][S:20]([CH2:23][C:24]2[C:29]([C:30]([F:33])([F:32])[F:31])=[CH:28][CH:27]=[CH:26][C:25]=2[Cl:34])(=[O:22])=[O:21])=[N:17][CH:16]=[CH:15][N:14]=1)=[O:12])[CH3:9].ICC, predict the reaction product. The product is: [CH2:8]([O:10][C:11]([C:13]1[C:18]([CH:19]([S:20]([CH2:23][C:24]2[C:29]([C:30]([F:32])([F:31])[F:33])=[CH:28][CH:27]=[CH:26][C:25]=2[Cl:34])(=[O:21])=[O:22])[CH2:1][CH3:2])=[N:17][CH:16]=[CH:15][N:14]=1)=[O:12])[CH3:9]. (6) Given the reactants [NH2:1][C:2]1[N:7]=[CH:6][N:5]=[C:4]2[N:8]([CH:17]([C:19]3[O:20][C:21](=[O:35])[C:22]4[C:27]([C:28]=3[C:29]3[CH:34]=[CH:33][CH:32]=[CH:31][CH:30]=3)=[CH:26][CH:25]=[CH:24][CH:23]=4)[CH3:18])[N:9]=[C:10](C3C=NC=CN=3)[C:3]=12.NC1N=CN=C2N(C(C3OC(=O)C4C(C=3C3C=CC=CC=3)=CC=CC=4)C)N=C(I)C=12.C[Sn](C)(C)[C:68]1[CH:76]=[CH:75][CH:74]=[C:73]2[C:69]=1[CH:70]=[N:71][NH:72]2, predict the reaction product. The product is: [NH2:1][C:2]1[N:7]=[CH:6][N:5]=[C:4]2[N:8]([CH:17]([C:19]3[O:20][C:21](=[O:35])[C:22]4[C:27]([C:28]=3[C:29]3[CH:34]=[CH:33][CH:32]=[CH:31][CH:30]=3)=[CH:26][CH:25]=[CH:24][CH:23]=4)[CH3:18])[N:9]=[C:10]([C:68]3[CH:76]=[CH:75][CH:74]=[C:73]4[C:69]=3[CH:70]=[N:71][NH:72]4)[C:3]=12. (7) Given the reactants Cl[C:2]1[N:11]=[C:10]([NH:12][CH2:13][C:14]2[CH:19]=[CH:18][C:17]([NH:20][C:21](=[O:29])[C:22]3[CH:27]=[CH:26][C:25](F)=[CH:24][CH:23]=3)=[CH:16][CH:15]=2)[C:9]2[C:4](=[CH:5][C:6]([CH3:30])=[CH:7][CH:8]=2)[N:3]=1.[CH3:31][C@@H:32]1[CH2:37][NH:36][CH2:35][CH2:34]N1.[O:38]1[CH2:43][CH2:42]OCC1, predict the reaction product. The product is: [OH:38][CH2:43][CH2:42][CH:35]1[CH2:34][CH2:31][CH2:32][CH2:37][N:36]1[C:2]1[N:11]=[C:10]([NH:12][CH2:13][C:14]2[CH:19]=[CH:18][C:17]([NH:20][C:21](=[O:29])[C:22]3[CH:27]=[CH:26][CH:25]=[CH:24][CH:23]=3)=[CH:16][CH:15]=2)[C:9]2[C:4](=[CH:5][C:6]([CH3:30])=[CH:7][CH:8]=2)[N:3]=1. (8) Given the reactants [Br:1][C:2]1[CH:3]=[CH:4][C:5]([Cl:11])=[C:6]([CH:10]=1)[C:7]([OH:9])=O.C(Cl)(=O)C(Cl)=O.CN(C=O)C.[Br:23][CH2:24][CH2:25][CH2:26][C:27]1[CH:32]=[CH:31][CH:30]=[CH:29][CH:28]=1, predict the reaction product. The product is: [Br:1][C:2]1[CH:3]=[CH:4][C:5]([Cl:11])=[C:6]([C:7]([C:30]2[CH:31]=[CH:32][C:27]([CH2:26][CH2:25][CH2:24][Br:23])=[CH:28][CH:29]=2)=[O:9])[CH:10]=1. (9) Given the reactants [Cl:1][C:2]1[CH:11]=[C:10]2[C:5]([CH2:6][CH2:7][CH2:8][CH:9]2[NH:12][O:13][CH3:14])=[CH:4][CH:3]=1.C(N(CC)CC)C.[F:22][CH:23]([F:33])[C:24]1[C:28]([C:29](Cl)=[O:30])=[CH:27][N:26]([CH3:32])[N:25]=1, predict the reaction product. The product is: [Cl:1][C:2]1[CH:11]=[C:10]2[C:5]([CH2:6][CH2:7][CH2:8][CH:9]2[N:12]([O:13][CH3:14])[C:29]([C:28]2[C:24]([CH:23]([F:33])[F:22])=[N:25][N:26]([CH3:32])[CH:27]=2)=[O:30])=[CH:4][CH:3]=1. (10) Given the reactants Cl.[N:2]1([C:8]2[S:9][C:10]([C:13]3[N:14]=[N:15][N:16]([CH2:18][C:19]([O:21][CH2:22][CH3:23])=[O:20])[N:17]=3)=[CH:11][N:12]=2)[CH2:7][CH2:6][NH:5][CH2:4][CH2:3]1.C(N(CC)CC)C.[F:31][C:32]1[C:33]([C:41]([F:44])([F:43])[F:42])=[C:34]([CH:38]=[CH:39][CH:40]=1)[C:35](Cl)=[O:36], predict the reaction product. The product is: [F:31][C:32]1[C:33]([C:41]([F:42])([F:43])[F:44])=[C:34]([C:35]([N:5]2[CH2:6][CH2:7][N:2]([C:8]3[S:9][C:10]([C:13]4[N:14]=[N:15][N:16]([CH2:18][C:19]([O:21][CH2:22][CH3:23])=[O:20])[N:17]=4)=[CH:11][N:12]=3)[CH2:3][CH2:4]2)=[O:36])[CH:38]=[CH:39][CH:40]=1.